Dataset: Forward reaction prediction with 1.9M reactions from USPTO patents (1976-2016). Task: Predict the product of the given reaction. (1) The product is: [Cl:1][C:2]1[CH:3]=[C:4]([NH:16][C:17]2[C:26]3[C:21](=[CH:22][CH:23]=[CH:24][C:25]=3[O:27][CH2:28][C@@H:29]3[O:34][CH2:33][CH2:32][N:31]([C:62](=[O:63])[CH2:61][N:60]([CH3:65])[CH3:59])[CH2:30]3)[N:20]=[CH:19][N:18]=2)[CH:5]=[CH:6][C:7]=1[O:8][CH2:9][C:10]1[CH:15]=[CH:14][CH:13]=[CH:12][N:11]=1. Given the reactants [Cl:1][C:2]1[CH:3]=[C:4]([NH:16][C:17]2[C:26]3[C:21](=[CH:22][CH:23]=[CH:24][C:25]=3[O:27][CH2:28][C@@H:29]3[O:34][CH2:33][CH2:32][NH:31][CH2:30]3)[N:20]=[CH:19][N:18]=2)[CH:5]=[CH:6][C:7]=1[O:8][CH2:9][C:10]1[CH:15]=[CH:14][CH:13]=[CH:12][N:11]=1.CN(C(ON1N=NC2C=CC=NC1=2)=[N+](C)C)C.F[P-](F)(F)(F)(F)F.[CH3:59][N:60]([CH3:65])[CH2:61][C:62](O)=[O:63], predict the reaction product. (2) Given the reactants [N:1]1[C:5]2[CH:6]=[CH:7][CH:8]=[C:9]([C:10]([OH:12])=O)[C:4]=2[NH:3][CH:2]=1.S(Cl)([Cl:15])=O, predict the reaction product. The product is: [N:1]1[C:5]2[CH:6]=[CH:7][CH:8]=[C:9]([C:10]([Cl:15])=[O:12])[C:4]=2[NH:3][CH:2]=1. (3) The product is: [CH:9](=[N:1][C@@H:2]1[CH2:7][CH2:6][CH2:5][CH2:4][C@H:3]1[OH:8])[C:10]1[CH:15]=[CH:14][CH:13]=[CH:12][CH:11]=1. Given the reactants [NH2:1][C@@H:2]1[CH2:7][CH2:6][CH2:5][CH2:4][C@H:3]1[OH:8].[CH:9](=O)[C:10]1[CH:15]=[CH:14][CH:13]=[CH:12][CH:11]=1.O, predict the reaction product.